From a dataset of Reaction yield outcomes from USPTO patents with 853,638 reactions. Predict the reaction yield, written as a fraction of the theoretical maximum amount of product (1.0 means a 100% yield; for example, 0.34 means a 34% yield). (1) The reactants are [C:1]([N:8]1[CH2:13][CH2:12][CH2:11][CH2:10][CH2:9]1)([O:3][C:4]([CH3:7])([CH3:6])[CH3:5])=[O:2].CN(CCN(C)C)C.[Li]C(CC)C.CN([CH:30]=[O:31])C. The catalyst is CCOCC. The product is [C:1]([N:8]1[CH2:9][CH2:10][CH2:11][CH2:12][CH:13]1[CH:30]=[O:31])([O:3][C:4]([CH3:7])([CH3:6])[CH3:5])=[O:2]. The yield is 0.670. (2) The reactants are N#N.C([O:10][C:11]1[CH:26]=[CH:25][C:14]([O:15][CH2:16][CH2:17][CH2:18][N:19]2[CH2:24][CH2:23][CH2:22][CH2:21][CH2:20]2)=[CH:13][CH:12]=1)C1C=CC=CC=1. The catalyst is CCO.C(Cl)Cl.[Pd]. The product is [N:19]1([CH2:18][CH2:17][CH2:16][O:15][C:14]2[CH:13]=[CH:12][C:11]([OH:10])=[CH:26][CH:25]=2)[CH2:20][CH2:21][CH2:22][CH2:23][CH2:24]1. The yield is 0.850. (3) The reactants are O1CCCCC1[N:7]1[C:15]2[C:10](=[CH:11][C:12]([C:16]3[N:20]=[CH:19][N:18](C(C4C=CC=CC=4)(C4C=CC=CC=4)C4C=CC=CC=4)[N:17]=3)=[CH:13][CH:14]=2)[C:9]([C:40]2[CH:45]=[CH:44][C:43]([NH2:46])=[CH:42][CH:41]=2)=[N:8]1.[CH3:47][O:48][CH2:49][C:50](Cl)=[O:51].C(N(CC)CC)C. The catalyst is O1CCCC1. The product is [NH:18]1[CH:19]=[N:20][C:16]([C:12]2[CH:11]=[C:10]3[C:15](=[CH:14][CH:13]=2)[NH:7][N:8]=[C:9]3[C:40]2[CH:45]=[CH:44][C:43]([NH:46][C:50](=[O:51])[CH2:49][O:48][CH3:47])=[CH:42][CH:41]=2)=[N:17]1. The yield is 0.0900. (4) The reactants are [Cl:1][C:2]1[CH:7]=[C:6]([N+:8]([O-:10])=[O:9])[CH:5]=[CH:4][C:3]=1[OH:11].[F:12][C:13]1[CH:14]=[C:15]([CH:18]=[CH:19][CH:20]=1)[CH2:16]Br. No catalyst specified. The product is [Cl:1][C:2]1[CH:7]=[C:6]([N+:8]([O-:10])=[O:9])[CH:5]=[CH:4][C:3]=1[O:11][CH2:16][C:15]1[CH:18]=[CH:19][CH:20]=[C:13]([F:12])[CH:14]=1. The yield is 0.840. (5) The yield is 0.950. The catalyst is CN(C=O)C. The reactants are [Cl:1][C:2]1[C:3]([O:14][CH3:15])=[CH:4][C:5]([OH:13])=[C:6]([NH:8][C:9](=[O:12])[CH2:10][CH3:11])[CH:7]=1.[N+](C1C=C(S(O[CH2:29][C@:30]2([CH3:33])[CH2:32][O:31]2)(=O)=O)C=CC=1)([O-])=O.C(=O)([O-])[O-].[Cs+].[Cs+]. The product is [Cl:1][C:2]1[C:3]([O:14][CH3:15])=[CH:4][C:5]([O:13][CH2:29][C@:30]2([CH3:33])[CH2:32][O:31]2)=[C:6]([NH:8][C:9](=[O:12])[CH2:10][CH3:11])[CH:7]=1. (6) The reactants are [Br:1][C:2]1[CH:3]=[C:4]([C:14]([OH:16])=O)[C:5]2[CH:6]=[CH:7][N:8]([CH:11]([CH3:13])[CH3:12])[C:9]=2[CH:10]=1.[NH2:17][CH2:18][C:19]1[C:20](=[O:27])[NH:21][C:22]([CH3:26])=[CH:23][C:24]=1[CH3:25].ON1C2N=CC=CC=2N=N1.C(Cl)CCl.CN1CCOCC1. The catalyst is CS(C)=O. The yield is 0.744. The product is [Br:1][C:2]1[CH:3]=[C:4]([C:14]([NH:17][CH2:18][C:19]2[C:20](=[O:27])[NH:21][C:22]([CH3:26])=[CH:23][C:24]=2[CH3:25])=[O:16])[C:5]2[CH:6]=[CH:7][N:8]([CH:11]([CH3:12])[CH3:13])[C:9]=2[CH:10]=1.